Dataset: Experimentally validated miRNA-target interactions with 360,000+ pairs, plus equal number of negative samples. Task: Binary Classification. Given a miRNA mature sequence and a target amino acid sequence, predict their likelihood of interaction. (1) The miRNA is hsa-let-7e-5p with sequence UGAGGUAGGAGGUUGUAUAGUU. The protein sequence of the target gene is MVLLAAAVCTKAGKAIVSRQFVEMTRTRIEGLLAAFPKLMNTGKQHTFVETESVRYVYQPMEKLYMVLITTKNSNILEDLETLRLFSRVIPEYCRALEENEISEHCFDLIFAFDEIVALGYRENVNLAQIRTFTEMDSHEEKVFRAVRETQEREAKAEMRRKAKELQQARRDAERQGKKAPGFGGFGSSAVSGGSTAAMITETIIETDKPKVAPAPARPSGPSKALKLGAKGKEVDNFVDKLKSEGETIMSSSMGKRTSEATKMHAPPINMESVHMKIEEKITLTCGRDGGLQNMELHGM.... Result: 1 (interaction). (2) The miRNA is hsa-miR-130a-3p with sequence CAGUGCAAUGUUAAAAGGGCAU. The protein sequence of the target gene is MQRLAMDLRMLSRELSLYLEHQVRVGFFGSGVGLSLILGFSVAYAFYYLSSIAKKPQLVTGGESFSRFLQDHCPVVTETYYPTVWCWEGRGQTLLRPFITSKPPVQYRNELIKTADGGQISLDWFDNDNSTCYMDASTRPTILLLPGLTGTSKESYILHMIHLSEELGYRCVVFNNRGVAGENLLTPRTYCCANTEDLETVIHHVHSLYPSAPFLAAGVSMGGMLLLNYLGKIGSKTPLMAAATFSVGWNTFACSESLEKPLNWLLFNYYLTTCLQSSVNKHRHMFVKQVDMDHVMKAKS.... Result: 0 (no interaction). (3) The miRNA is hsa-miR-9500 with sequence AAGGGAAGAUGGUGACCAC. The protein sequence of the target gene is MAKREDSPGPEVQPMDKQFLVCSICLDRYQCPKVLPCLHTFCERCLQNYIPAQSLTLSCPVCRQTSILPEQGVSALQNNFFISSLMEAMQQAPDGAHDPEDPHPLSVVAGRPLSCPNHEGKTMEFYCEACETAMCGECRAGEHREHGTVLLRDVVEQHKAALQRQLEAVRGRLPQLSAAIALVGGISQQLQERKAEALAQISAAFEDLEQALQQRKQALVSDLETICGAKQKVLQSQLDTLRQGQEHIGSSCSFAEQALRLGSAPEVLLVRKHMRERLAALAAQAFPERPHENAQLELVL.... Result: 0 (no interaction). (4) The miRNA is hsa-miR-548a-5p with sequence AAAAGUAAUUGCGAGUUUUACC. The protein sequence of the target gene is MGATGDAEQPRGPSGAERGGLELGDAGAAGQLVLTNPWNIMIKHRQVQRRGRRSQMTTSFTDPAISMDLLRAVLQPSINEEIQTVFNKYMKFFQKAALNVRDNVGEEVDAEQLIQEACRSCLEQAKLLFSDGEKVIPRLTHELPGIKRGRQAEEECAHRGSPLPKKRKGRPPGHILSSDRAAAGMVWKPKSCEPIRREGPKWDPARLNESTTFVLGSRANKALGMGGTRGRIYIKHPHLFKYAADPQDKHWLAEQHHMRATGGKMAYLLIEEDIRDLAASDDYRGCLDLKLEELKSFVLP.... Result: 0 (no interaction). (5) The miRNA is hsa-miR-4762-3p with sequence CUUCUGAUCAAGAUUUGUGGUG. The protein sequence of the target gene is MAAVELEWIPETLYNTAISAVVDNYIRSRRDIRSLPENIQFDVYYKLYQQGRLCQLGSEFCELEVFAKVLRALDKRHLLHHCFQALMDHGVKVASVLAYSFSRRCSYIAESDAAVKEKAIQVGFVLGGFLSDAGWYSDAEKVFLSCLQLCTLHDEMLHWFRAVECCVRLLHVRNGNCKYHLGEETFKLAQTYMDKLSKHGQQANKAALYGELCALLFAKSHYDEAYKWCIEAMKEITAGLPVKVVVDVLRQASKACVVKREFKKAEQLIKHAVYLARDHFGSKHPKYSDTLLDYGFYLLN.... Result: 0 (no interaction). (6) The miRNA is hsa-miR-4726-5p with sequence AGGGCCAGAGGAGCCUGGAGUGG. The protein sequence of the target gene is MASPPACPSEEDESLKGCELYVQLHGIQQVLKDCIVHLCISKPERPMKFLREHFEKLEKEENRQILARQKSNSQSDSHDEEVSPTPPNPVVKARRRRGGVSAEVYTEEDAVSYVRKVIPKDYKTMTALAKAISKNVLFAHLDDNERSDIFDAMFPVTHIAGETVIQQGNEGDNFYVVDQGEVDVYVNGEWVTNISEGGSFGELALIYGTPRAATVKAKTDLKLWGIDRDSYRRILMGSTLRKRKMYEEFLSKVSILESLEKWERLTVADALEPVQFEDGEKIVVQGEPGDDFYIITEGTA.... Result: 0 (no interaction). (7) The miRNA is hsa-miR-208a-5p with sequence GAGCUUUUGGCCCGGGUUAUAC. The protein sequence of the target gene is MKKQFNRMKQLANQTVGRAEKTEVLSEDLLQIERRLDTVRSICHHSHKRLVACFQGQHGTDAERRHKKLPLTALAQNMQEASTQLEDSLLGKMLETCGDAENQLALELSQHEVFVEKEIVDPLYGIAEVEIPNIQKQRKQLARLVLDWDSVRARWNQAHKSSGTNFQGLPSKIDTLKEEMDEAGNKVEQCKDQLAADMYNFMAKEGEYGKFFVTLLEAQADYHRKALAVLEKTLPEMRAHQDKWAEKPAFGTPLEEHLKRSGREIALPIEACVMLLLETGMKEEGLFRIGAGASKLKKLK.... Result: 0 (no interaction). (8) The miRNA is hsa-miR-624-3p with sequence CACAAGGUAUUGGUAUUACCU. Result: 1 (interaction). The protein sequence of the target gene is MTTTLVSATIFDLSEVLCKGNKMLNYSAPSAGGCLLDRKAVGTPAGGGFPRRHSVTLPSSKFHQNQLLSSLKGEPAPALSSRDSRFRDRSFSEGGERLLPTQKQPGGGQVNSSRYKTELCRPFEENGACKYGDKCQFAHGIHELRSLTRHPKYKTELCRTFHTIGFCPYGPRCHFIHNAEERRALAGARDLSADRPRLQHSFSFAGFPSAAATAAATGLLDSPTSITPPPILSADDLLGSPTLPDGTNNPFAFSSQELASLFAPSMGLPGGGSPTTFLFRPMSESPHMFDSPPSPQDSLS....